Dataset: Full USPTO retrosynthesis dataset with 1.9M reactions from patents (1976-2016). Task: Predict the reactants needed to synthesize the given product. (1) Given the product [CH3:1][N:2]([CH3:17])[C:3]1[N:7]=[C:6]([C:8]2[C:16]3[C:11](=[CH:12][CH:13]=[CH:14][CH:15]=3)[NH:10][CH:9]=2)[C:5](=[O:20])[N:4]=1, predict the reactants needed to synthesize it. The reactants are: [CH3:1][N:2]([CH3:17])[C:3]1[NH:4][CH:5]=[C:6]([C:8]2[C:16]3[C:11](=[CH:12][CH:13]=[CH:14][CH:15]=3)[NH:10][CH:9]=2)[N:7]=1.Cl.C[OH:20]. (2) Given the product [C:1]([O:5][C:6]([N:8]1[CH2:14][CH2:13][C:12]2[C:15]([CH2:20][S:21][C:23]3[CH:24]=[CH:25][C:26]([C:29]4[N:30]=[C:31]([NH:34][CH2:35][CH:36]5[CH2:37][CH2:38]5)[S:32][CH:33]=4)=[CH:27][N:28]=3)=[C:16]([Cl:19])[CH:17]=[CH:18][C:11]=2[CH2:10][CH2:9]1)=[O:7])([CH3:4])([CH3:2])[CH3:3], predict the reactants needed to synthesize it. The reactants are: [C:1]([O:5][C:6]([N:8]1[CH2:14][CH2:13][C:12]2[C:15]([CH2:20][SH:21])=[C:16]([Cl:19])[CH:17]=[CH:18][C:11]=2[CH2:10][CH2:9]1)=[O:7])([CH3:4])([CH3:3])[CH3:2].Br[C:23]1[N:28]=[CH:27][C:26]([C:29]2[N:30]=[C:31]([NH:34][CH2:35][CH:36]3[CH2:38][CH2:37]3)[S:32][CH:33]=2)=[CH:25][CH:24]=1.C(N(C(C)C)CC)(C)C. (3) Given the product [CH3:16][O:9][C:8]([C:5]1[CH:4]=[CH:3][C:2]([Br:1])=[CH:7][N:6]=1)=[O:10], predict the reactants needed to synthesize it. The reactants are: [Br:1][C:2]1[CH:3]=[CH:4][C:5]([C:8]([OH:10])=[O:9])=[N:6][CH:7]=1.OS(O)(=O)=O.[CH3:16]O. (4) Given the product [CH2:22]([N:29]([OH:30])[C:16]([C:14]1[CH:15]=[C:10]2[CH:9]=[CH:8][N:7]([CH2:6][C:5]3[CH:4]=[CH:3][C:2]([F:1])=[CH:20][CH:19]=3)[C:11]2=[CH:12][N:13]=1)=[O:18])[C:23]1[CH:28]=[CH:27][CH:26]=[CH:25][CH:24]=1, predict the reactants needed to synthesize it. The reactants are: [F:1][C:2]1[CH:20]=[CH:19][C:5]([CH2:6][N:7]2[C:11]3=[CH:12][N:13]=[C:14]([C:16]([OH:18])=O)[CH:15]=[C:10]3[CH:9]=[CH:8]2)=[CH:4][CH:3]=1.Cl.[CH2:22]([NH:29][OH:30])[C:23]1[CH:28]=[CH:27][CH:26]=[CH:25][CH:24]=1.